This data is from Forward reaction prediction with 1.9M reactions from USPTO patents (1976-2016). The task is: Predict the product of the given reaction. (1) Given the reactants [N-:1]=[N+:2]=[N-:3].[Na+].Br[CH2:6][C:7]1[CH:8]=[C:9]([CH:14]=[CH:15][CH:16]=1)[C:10]([O:12][CH3:13])=[O:11], predict the reaction product. The product is: [CH3:13][O:12][C:10](=[O:11])[C:9]1[CH:14]=[CH:15][CH:16]=[C:7]([CH2:6][N:1]=[N+:2]=[N-:3])[CH:8]=1. (2) Given the reactants [F:1][C:2]1[CH:3]=[N:4][CH:5]=[C:6](B2OC(C)(C)C(C)(C)O2)[CH:7]=1.Br[C:18]1[CH:23]=[C:22]([C:24]2[N:29]=[CH:28][CH:27]=[CH:26][N:25]=2)[C:21]([NH2:30])=[C:20]([N+:31]([O-:33])=[O:32])[CH:19]=1, predict the reaction product. The product is: [F:1][C:2]1[CH:7]=[C:6]([C:18]2[CH:23]=[C:22]([C:24]3[N:29]=[CH:28][CH:27]=[CH:26][N:25]=3)[C:21]([NH2:30])=[C:20]([N+:31]([O-:33])=[O:32])[CH:19]=2)[CH:5]=[N:4][CH:3]=1.